This data is from Forward reaction prediction with 1.9M reactions from USPTO patents (1976-2016). The task is: Predict the product of the given reaction. (1) Given the reactants Cl.[N:2]12[CH2:9][CH2:8][CH:5]([CH2:6][CH2:7]1)[C:4](=O)[CH2:3]2.[NH2:11][C:12]1[CH:25]=[CH:24][C:15]([O:16][C:17]2[CH:22]=[CH:21][C:20]([NH2:23])=[CH:19][CH:18]=2)=[CH:14][CH:13]=1, predict the reaction product. The product is: [NH2:23][C:20]1[CH:21]=[CH:22][C:17]([O:16][C:15]2[CH:24]=[CH:25][C:12]([NH:11][CH:4]3[CH:5]4[CH2:8][CH2:9][N:2]([CH2:7][CH2:6]4)[CH2:3]3)=[CH:13][CH:14]=2)=[CH:18][CH:19]=1. (2) Given the reactants [O:1]1[CH2:6][CH2:5][N:4]([C:7]2[C:8]([N+:17]([O-])=O)=[C:9]([CH:14]=[CH:15][CH:16]=2)[C:10]([O:12][CH3:13])=[O:11])[CH2:3][CH2:2]1.[H][H], predict the reaction product. The product is: [NH2:17][C:8]1[C:7]([N:4]2[CH2:3][CH2:2][O:1][CH2:6][CH2:5]2)=[CH:16][CH:15]=[CH:14][C:9]=1[C:10]([O:12][CH3:13])=[O:11]. (3) Given the reactants Br[C:2]1[CH:3]=[CH:4][C:5]([C:10]([N:12]2[CH2:17][CH2:16][N:15]([C:18]3[C:23]([CH:24]4[CH2:26][CH2:25]4)=[CH:22][C:21]([CH:27]4[CH2:29][CH2:28]4)=[CH:20][N:19]=3)[CH2:14][CH2:13]2)=[O:11])=[C:6]([CH:9]=1)[C:7]#[N:8].[NH:30]1[CH2:34][CH2:33][CH2:32][C:31]1=[O:35], predict the reaction product. The product is: [CH:24]1([C:23]2[C:18]([N:15]3[CH2:16][CH2:17][N:12]([C:10]([C:5]4[CH:4]=[CH:3][C:2]([N:30]5[CH2:34][CH2:33][CH2:32][C:31]5=[O:35])=[CH:9][C:6]=4[C:7]#[N:8])=[O:11])[CH2:13][CH2:14]3)=[N:19][CH:20]=[C:21]([CH:27]3[CH2:29][CH2:28]3)[CH:22]=2)[CH2:26][CH2:25]1. (4) Given the reactants [CH2:1]([N:3]([CH2:14][CH3:15])[C:4]1[C:12]([CH3:13])=[CH:11][C:7]([C:8]([OH:10])=[O:9])=[CH:6][N:5]=1)[CH3:2].N1CCCC1, predict the reaction product. The product is: [CH3:13][C:12]1[C:4]([N:3]2[CH2:1][CH2:2][CH2:15][CH2:14]2)=[N:5][CH:6]=[C:7]([CH:11]=1)[C:8]([OH:10])=[O:9]. (5) Given the reactants ClC(Cl)([O:4][C:5](=[O:11])[O:6][C:7](Cl)(Cl)Cl)Cl.[CH3:13][Si:14]([CH3:19])([CH3:18])[CH2:15]CO.O[N:21]1[C:26](=[O:27])[CH2:25][CH2:24][C:22]1=[O:23], predict the reaction product. The product is: [C:5](=[O:11])([O:6][CH2:7][CH2:19][Si:14]([CH3:13])([CH3:15])[CH3:18])[O:4][N:21]1[C:26](=[O:27])[CH2:25][CH2:24][C:22]1=[O:23].